Task: Predict which catalyst facilitates the given reaction.. Dataset: Catalyst prediction with 721,799 reactions and 888 catalyst types from USPTO (1) Reactant: [NH2:1][C:2]1[CH:7]=[C:6]([C:8]([O:10][CH3:11])=[O:9])[CH:5]=[C:4]([Cl:12])[C:3]=1[C:13]([O:15][CH3:16])=[O:14].C(=O)(O)[O-].[Na+].[C:22](Cl)(Cl)=[S:23]. Product: [Cl:12][C:4]1[CH:5]=[C:6]([C:8]([O:10][CH3:11])=[O:9])[CH:7]=[C:2]([N:1]=[C:22]=[S:23])[C:3]=1[C:13]([O:15][CH3:16])=[O:14]. The catalyst class is: 22. (2) Reactant: [F:1][C:2]1[CH:27]=[CH:26][CH:25]=[C:24]([F:28])[C:3]=1[CH2:4][N:5]1[C:9]2[CH:10]=[CH:11][CH:12]=[C:13]([C:14]#[N:15])[C:8]=2[N:7]=[C:6]1[C:16]1[C:21]([F:22])=[CH:20][CH:19]=[CH:18][C:17]=1[F:23].C(N(CC)CC)C.[NH2:36][OH:37]. Product: [OH:37][NH:36][C:14]([C:13]1[C:8]2[N:7]=[C:6]([C:16]3[C:17]([F:23])=[CH:18][CH:19]=[CH:20][C:21]=3[F:22])[N:5]([CH2:4][C:3]3[C:24]([F:28])=[CH:25][CH:26]=[CH:27][C:2]=3[F:1])[C:9]=2[CH:10]=[CH:11][CH:12]=1)=[NH:15]. The catalyst class is: 8. (3) Reactant: [CH3:1][C:2]1[N:3]([CH:14]2[CH2:19][CH2:18][O:17][CH2:16][CH2:15]2)[C:4]([C:7]2[CH:12]=[CH:11][N:10]=[C:9]([NH2:13])[N:8]=2)=[CH:5][N:6]=1.Br[C:21]1[CH:26]=[CH:25][C:24]([S:27]([N:30]2[CH2:35][CH2:34][N:33]([CH2:36][CH2:37][O:38][CH3:39])[CH2:32][CH2:31]2)(=[O:29])=[O:28])=[CH:23][CH:22]=1.C([O-])([O-])=O.[Cs+].[Cs+].CC(C1C=C(C(C)C)C(C2C=CC=CC=2P(C2CCCCC2)C2CCCCC2)=C(C(C)C)C=1)C. Product: [CH3:39][O:38][CH2:37][CH2:36][N:33]1[CH2:32][CH2:31][N:30]([S:27]([C:24]2[CH:25]=[CH:26][C:21]([NH:13][C:9]3[N:8]=[C:7]([C:4]4[N:3]([CH:14]5[CH2:19][CH2:18][O:17][CH2:16][CH2:15]5)[C:2]([CH3:1])=[N:6][CH:5]=4)[CH:12]=[CH:11][N:10]=3)=[CH:22][CH:23]=2)(=[O:29])=[O:28])[CH2:35][CH2:34]1. The catalyst class is: 110. (4) Reactant: [NH2:1][CH:2]1[CH2:6][CH2:5][N:4]([C:7]2[N:12]=[CH:11][C:10]([NH:13][C:14]3[C:23]4[C:18](=[CH:19][CH:20]=[C:21]([C:24]5[CH:29]=[C:28]([F:30])[C:27]([OH:31])=[C:26]([Cl:32])[CH:25]=5)[CH:22]=4)[N:17]=[CH:16][C:15]=3[C:33]([CH:35]3[CH2:37][CH2:36]3)=[O:34])=[CH:9][CH:8]=2)[CH2:3]1.Cl. Product: [ClH:32].[NH2:1][CH:2]1[CH2:6][CH2:5][N:4]([C:7]2[N:12]=[CH:11][C:10]([NH:13][C:14]3[C:23]4[C:18](=[CH:19][CH:20]=[C:21]([C:24]5[CH:29]=[C:28]([F:30])[C:27]([OH:31])=[C:26]([Cl:32])[CH:25]=5)[CH:22]=4)[N:17]=[CH:16][C:15]=3[C:33]([CH:35]3[CH2:36][CH2:37]3)=[O:34])=[CH:9][CH:8]=2)[CH2:3]1. The catalyst class is: 459. (5) Reactant: Br[C:2]1[CH:7]=[C:6]([Cl:8])[CH:5]=[CH:4][C:3]=1[O:9][CH3:10].C([Li])CCC.[C:16]([N:23]1[CH2:28][CH2:27][C:26](=[O:29])[CH2:25][CH2:24]1)([O:18][C:19]([CH3:22])([CH3:21])[CH3:20])=[O:17].S([O-])(O)(=O)=O.[Na+].S([O-])([O-])(=O)=O.[Na+].[Na+]. Product: [C:19]([O:18][C:16]([N:23]1[CH2:28][CH2:27][C:26]([C:2]2[CH:7]=[C:6]([Cl:8])[CH:5]=[CH:4][C:3]=2[O:9][CH3:10])([OH:29])[CH2:25][CH2:24]1)=[O:17])([CH3:22])([CH3:20])[CH3:21]. The catalyst class is: 188. (6) Reactant: [O:1]1[CH2:6][CH2:5][CH:4]=[C:3]([C:7]2[C:8]([O:13][C:14]3[CH:20]=[CH:19][C:17]([NH2:18])=[CH:16][CH:15]=3)=[N:9][CH:10]=[CH:11][N:12]=2)[CH2:2]1. Product: [O:1]1[CH2:6][CH2:5][CH2:4][CH:3]([C:7]2[C:8]([O:13][C:14]3[CH:20]=[CH:19][C:17]([NH2:18])=[CH:16][CH:15]=3)=[N:9][CH:10]=[CH:11][N:12]=2)[CH2:2]1. The catalyst class is: 123.